From a dataset of Reaction yield outcomes from USPTO patents with 853,638 reactions. Predict the reaction yield, written as a fraction of the theoretical maximum amount of product (1.0 means a 100% yield; for example, 0.34 means a 34% yield). (1) The reactants are [F:1][C:2]1[CH:7]=[CH:6][C:5]([CH2:8][C:9]2[CH:18]=[C:17]3[C:12]([C:13]([OH:26])=[C:14]([C:21](OCC)=[O:22])[C:15](=[O:20])[N:16]3[CH3:19])=[N:11][CH:10]=2)=[CH:4][CH:3]=1.Cl.[NH2:28][CH2:29][C:30]1([OH:36])[CH2:35][CH2:34][CH2:33][CH2:32][CH2:31]1.C(N(CC)CC)C. No catalyst specified. The product is [F:1][C:2]1[CH:7]=[CH:6][C:5]([CH2:8][C:9]2[CH:18]=[C:17]3[C:12]([C:13]([OH:26])=[C:14]([C:21]([NH:28][CH2:29][C:30]4([OH:36])[CH2:35][CH2:34][CH2:33][CH2:32][CH2:31]4)=[O:22])[C:15](=[O:20])[N:16]3[CH3:19])=[N:11][CH:10]=2)=[CH:4][CH:3]=1. The yield is 0.180. (2) The reactants are [CH2:1]([O:3][C:4]1[C:9]([F:10])=[CH:8][CH:7]=[CH:6][C:5]=1[OH:11])[CH3:2].[OH-].[Na+].[CH2:14](O)[CH3:15].BrCC. The product is [CH2:14]([O:11][C:5]1[CH:6]=[CH:7][CH:8]=[C:9]([F:10])[C:4]=1[O:3][CH2:1][CH3:2])[CH3:15]. The catalyst is ClCCl. The yield is 0.750. (3) The reactants are C(N(CC)CC)C.[CH:8]([C:10]1[CH:11]=[C:12](OB(O)O)[CH:13]=[CH:14][CH:15]=1)=[O:9].[NH:20]1[CH2:25][CH2:24][CH2:23][CH:22]([CH2:26][NH:27][C:28]([C:30]2[S:34][C:33]([C:35]3[CH:40]=[CH:39][C:38]([Cl:41])=[CH:37][CH:36]=3)=[N:32][C:31]=2[CH3:42])=[O:29])[CH2:21]1. The catalyst is C([O-])(=O)C.[Cu+2].C([O-])(=O)C.ClCCl. The product is [CH:8]([C:10]1[CH:11]=[C:12]([N:20]2[CH2:25][CH2:24][CH2:23][CH:22]([CH2:26][NH:27][C:28]([C:30]3[S:34][C:33]([C:35]4[CH:36]=[CH:37][C:38]([Cl:41])=[CH:39][CH:40]=4)=[N:32][C:31]=3[CH3:42])=[O:29])[CH2:21]2)[CH:13]=[CH:14][CH:15]=1)=[O:9]. The yield is 0.380. (4) The reactants are [NH:1](C(OC(C)(C)C)=O)[C@H:2]([C:7]([OH:9])=[O:8])[CH2:3][CH:4]([CH3:6])[CH3:5].[CH3:17][N:18]1[C@@H:35]2[CH2:36][C:23]3[CH:24]=[CH:25][C:26]([O:37][CH3:38])=[C:27]4[O:28][C@H:29]5[C:30]([CH2:32][CH2:33][C@@H:34]2[C@:21]5([C:22]=34)[CH2:20][CH2:19]1)=[O:31].Cl. The catalyst is O1CCOCC1. The product is [NH2:1][C@H:2]([C:7]([OH:9])=[O:8])[CH2:3][CH:4]([CH3:6])[CH3:5].[CH3:17][N:18]1[C@@H:35]2[CH2:36][C:23]3[CH:24]=[CH:25][C:26]([O:37][CH3:38])=[C:27]4[O:28][C@H:29]5[C:30]([CH2:32][CH2:33][C@@H:34]2[C@:21]5([C:22]=34)[CH2:20][CH2:19]1)=[O:31]. The yield is 0.970. (5) The reactants are [F:1][C:2]1[CH:7]=[CH:6][C:5]([OH:8])=[CH:4][CH:3]=1.[C:9](O)([CH3:12])([CH3:11])[CH3:10].S(=O)(=O)(O)O. The catalyst is C(Cl)Cl. The product is [C:9]([C:6]1[CH:7]=[C:2]([F:1])[CH:3]=[CH:4][C:5]=1[OH:8])([CH3:12])([CH3:11])[CH3:10]. The yield is 0.420.